From a dataset of Forward reaction prediction with 1.9M reactions from USPTO patents (1976-2016). Predict the product of the given reaction. Given the reactants [CH3:1][C:2]1[C:6]2=[CH:7][C:8]3[CH:22]=[N:21][CH:20]=[N:19][C:9]=3[C:10]3[CH:15]=[CH:14][CH:13]=[C:12]([C:16]([OH:18])=O)[C:11]=3[N:5]2[CH2:4][N:3]=1.C(N1C=CN=C1)(N1C=CN=C1)=O.O[NH:36][C:37]([CH:39]1[CH2:41][CH2:40]1)=[NH:38].C(O)(=O)C, predict the reaction product. The product is: [CH:39]1([C:37]2[N:38]=[C:16]([C:12]3[C:11]4[N:5]5[CH2:4][N:3]=[C:2]([CH3:1])[C:6]5=[CH:7][C:8]5[CH:22]=[N:21][CH:20]=[N:19][C:9]=5[C:10]=4[CH:15]=[CH:14][CH:13]=3)[O:18][N:36]=2)[CH2:41][CH2:40]1.